Predict the reaction yield, written as a fraction of the theoretical maximum amount of product (1.0 means a 100% yield; for example, 0.34 means a 34% yield). From a dataset of Reaction yield outcomes from USPTO patents with 853,638 reactions. (1) The reactants are [Br:1][C:2]1[C:3]([CH3:8])=[N:4][CH:5]=[N:6][CH:7]=1.BrBr.[C:11]1(=[O:21])[NH:15][C:14](=[O:16])[C:13]2=[CH:17][CH:18]=[CH:19][CH:20]=[C:12]12.[K]. The catalyst is C(O)(=O)C.C(OCC)(=O)C.O.[OH-].[Na+]. The product is [Br:1][C:2]1[C:3]([CH2:8][N:15]2[C:11](=[O:21])[C:12]3[C:13](=[CH:17][CH:18]=[CH:19][CH:20]=3)[C:14]2=[O:16])=[N:4][CH:5]=[N:6][CH:7]=1. The yield is 0.800. (2) The reactants are [Cl:1][C:2]1[C:3]([C:8]2[CH:16]=[CH:15][C:11]([C:12](O)=O)=[CH:10][CH:9]=2)=[N:4][CH:5]=[CH:6][CH:7]=1.[F:17][C:18]([F:28])([F:27])[C:19]1[CH:20]=[C:21]([NH2:26])[C:22]([NH2:25])=[CH:23][CH:24]=1. No catalyst specified. The product is [Cl:1][C:2]1[C:3]([C:8]2[CH:16]=[CH:15][C:11]([C:12]3[NH:26][C:21]4[CH:20]=[C:19]([C:18]([F:17])([F:27])[F:28])[CH:24]=[CH:23][C:22]=4[N:25]=3)=[CH:10][CH:9]=2)=[N:4][CH:5]=[CH:6][CH:7]=1. The yield is 0.770. (3) The reactants are [Cl-].[CH3:2][S:3]([O:6][C:7]1[CH:12]=[CH:11][CH:10]=[CH:9][C:8]=1[CH:13]1[O:17][N:16]=[C:15]([C:18]2[N:19]=[C:20]([CH:23]3[CH2:28][CH2:27][NH2+:26][CH2:25][CH2:24]3)[S:21][CH:22]=2)[CH2:14]1)(=[O:5])=[O:4].[C:29]([O:32][CH2:33][C:34](Cl)=[O:35])(=[O:31])[CH3:30].C(N(CC)CC)C.O. The catalyst is ClCCl. The product is [C:29]([O:32][CH2:33][C:34]([N:26]1[CH2:27][CH2:28][CH:23]([C:20]2[S:21][CH:22]=[C:18]([C:15]3[CH2:14][CH:13]([C:8]4[CH:9]=[CH:10][CH:11]=[CH:12][C:7]=4[O:6][S:3]([CH3:2])(=[O:4])=[O:5])[O:17][N:16]=3)[N:19]=2)[CH2:24][CH2:25]1)=[O:35])(=[O:31])[CH3:30]. The yield is 0.300. (4) The reactants are [Cl:1][C:2]1[N:7]=[C:6](/[CH:8]=[C:9](/[C:11]2[CH:12]=[C:13]([NH:17][S:18]([C:21]3[C:26]([F:27])=[CH:25][CH:24]=[CH:23][C:22]=3[F:28])(=[O:20])=[O:19])[CH:14]=[CH:15][CH:16]=2)\O)[CH:5]=[CH:4][N:3]=1.C1C(=O)N(Br)C(=O)C1.[N:37]1([C:42](=[S:44])[NH2:43])[CH2:41][CH2:40][CH2:39][CH2:38]1. The catalyst is C(Cl)Cl. The product is [Cl:1][C:2]1[N:7]=[C:6]([C:8]2[S:44][C:42]([N:37]3[CH2:41][CH2:40][CH2:39][CH2:38]3)=[N:43][C:9]=2[C:11]2[CH:12]=[C:13]([NH:17][S:18]([C:21]3[C:26]([F:27])=[CH:25][CH:24]=[CH:23][C:22]=3[F:28])(=[O:20])=[O:19])[CH:14]=[CH:15][CH:16]=2)[CH:5]=[CH:4][N:3]=1. The yield is 0.410. (5) The reactants are [Br:1][C:2]1[CH:3]=[C:4]2[C:15](=[CH:16][CH:17]=1)[O:14][C:7]1[C:8]([F:13])=[N:9][C:10]([Cl:12])=[CH:11][C:6]=1[C:5]2([NH:21]S(C(C)(C)C)=O)[CH2:18][CH2:19][OH:20].C(Cl)(=O)C. The catalyst is CO. The product is [NH2:21][C:5]1([CH2:18][CH2:19][OH:20])[C:6]2[CH:11]=[C:10]([Cl:12])[N:9]=[C:8]([F:13])[C:7]=2[O:14][C:15]2[C:4]1=[CH:3][C:2]([Br:1])=[CH:17][CH:16]=2. The yield is 0.880. (6) The reactants are C([NH:4][C:5]1[CH:10]=[CH:9][CH:8]=[CH:7][CH:6]=1)(=O)C.[C:11]1([C:17]#[CH:18])[CH:16]=[CH:15][CH:14]=[CH:13][CH:12]=1.[CH3:19][CH2:20][O:21][C:22](C)=[O:23]. The catalyst is O1CCOCC1.CN(C)C(=N)N(C)C.CCCCCC.Cl[Pd](Cl)([P](C1C=CC=CC=1)(C1C=CC=CC=1)C1C=CC=CC=1)[P](C1C=CC=CC=1)(C1C=CC=CC=1)C1C=CC=CC=1. The product is [C:11]1([C:17]2[NH:4][C:5]3[C:6]([CH:18]=2)=[CH:7][C:8]([C:22]([O:21][CH2:20][CH3:19])=[O:23])=[CH:9][CH:10]=3)[CH:16]=[CH:15][CH:14]=[CH:13][CH:12]=1. The yield is 0.820.